This data is from Full USPTO retrosynthesis dataset with 1.9M reactions from patents (1976-2016). The task is: Predict the reactants needed to synthesize the given product. (1) Given the product [N+:1]([C:4]1[CH:9]=[CH:8][CH:7]=[CH:6][C:5]=1[C:10]1[S:11][CH:12]=[C:13]([CH2:15][CH:16]=[O:17])[N:14]=1)([O-:3])=[O:2], predict the reactants needed to synthesize it. The reactants are: [N+:1]([C:4]1[CH:9]=[CH:8][CH:7]=[CH:6][C:5]=1[C:10]1[S:11][CH:12]=[C:13]([CH2:15][C:16](OCC)=[O:17])[N:14]=1)([O-:3])=[O:2].[H-].C([Al+]CC(C)C)C(C)C.CO.C(C(C(C([O-])=O)O)O)([O-])=O.[Na+].[K+]. (2) Given the product [CH3:21][S:18]([O:8][CH2:7][C:6]1[CH:9]=[CH:10][C:3]([C:1]#[CH:2])=[CH:4][CH:5]=1)(=[O:20])=[O:19], predict the reactants needed to synthesize it. The reactants are: [C:1]([C:3]1[CH:10]=[CH:9][C:6]([CH2:7][OH:8])=[CH:5][CH:4]=1)#[CH:2].C(N(CC)CC)C.[S:18](Cl)([CH3:21])(=[O:20])=[O:19].